From a dataset of Forward reaction prediction with 1.9M reactions from USPTO patents (1976-2016). Predict the product of the given reaction. (1) Given the reactants [Cl-].[Cl-].[Cl-].[In+3].Cl[SiH](C1C=CC=CC=1)C1C=CC=CC=1.[CH2:19]([N:26]1[CH2:33][CH:32]2[CH:28]([CH:29](O)[C:30]3[CH:36]=[CH:35][S:34][C:31]=32)[CH2:27]1)[C:20]1[CH:25]=[CH:24][CH:23]=[CH:22][CH:21]=1, predict the reaction product. The product is: [CH2:19]([N:26]1[CH2:33][CH:32]2[CH:28]([CH2:29][C:30]3[CH:36]=[CH:35][S:34][C:31]=32)[CH2:27]1)[C:20]1[CH:21]=[CH:22][CH:23]=[CH:24][CH:25]=1. (2) The product is: [N:31]1([CH2:6][C:7]2[CH:12]=[CH:11][C:10]([CH2:13][CH2:14][NH:15][C:16]([C:18]3[CH:23]=[CH:22][C:21]([C:24]4[CH:29]=[CH:28][C:27]([Cl:30])=[CH:26][CH:25]=4)=[CH:20][CH:19]=3)=[O:17])=[CH:9][CH:8]=2)[CH2:34][CH2:33][CH2:32]1. Given the reactants CS(O[CH2:6][C:7]1[CH:12]=[CH:11][C:10]([CH2:13][CH2:14][NH:15][C:16]([C:18]2[CH:23]=[CH:22][C:21]([C:24]3[CH:29]=[CH:28][C:27]([Cl:30])=[CH:26][CH:25]=3)=[CH:20][CH:19]=2)=[O:17])=[CH:9][CH:8]=1)(=O)=O.[NH:31]1[CH2:34][CH2:33][CH2:32]1, predict the reaction product. (3) Given the reactants [N:1]([CH:4]([C:11]1[CH:12]=[CH:13][C:14]([C:17]([F:20])([F:19])[F:18])=[N:15][CH:16]=1)[CH2:5][CH:6]1OCC[O:7]1)=[N+:2]=[N-:3].Cl.C(OCC)C, predict the reaction product. The product is: [N:1]([CH:4]([C:11]1[CH:16]=[N:15][C:14]([C:17]([F:18])([F:19])[F:20])=[CH:13][CH:12]=1)[CH2:5][CH:6]=[O:7])=[N+:2]=[N-:3]. (4) The product is: [C:1]([N:4]1[C:13]2[C:8](=[CH:9][C:10]([N:14]3[CH2:15][CH2:16][N:17]([C:20]([O:22][C:23]([CH3:26])([CH3:25])[CH3:24])=[O:21])[CH2:18][CH2:19]3)=[CH:11][CH:12]=2)[C@H:7]([NH:27][C:31]2[N:36]=[C:35]([CH3:37])[CH:34]=[CH:33][N:32]=2)[C@@H:6]([CH3:28])[C@@H:5]1[CH3:29])(=[O:3])[CH3:2]. Given the reactants [C:1]([N:4]1[C:13]2[C:8](=[CH:9][C:10]([N:14]3[CH2:19][CH2:18][N:17]([C:20]([O:22][C:23]([CH3:26])([CH3:25])[CH3:24])=[O:21])[CH2:16][CH2:15]3)=[CH:11][CH:12]=2)[C@H:7]([NH2:27])[C@@H:6]([CH3:28])[C@@H:5]1[CH3:29])(=[O:3])[CH3:2].Br[C:31]1[N:36]=[C:35]([CH3:37])[CH:34]=[CH:33][N:32]=1.CC(C)([O-])C.[Na+].CN(C1C(C2C(P(C3CCCCC3)C3CCCCC3)=CC=CC=2)=CC=CC=1)C, predict the reaction product. (5) Given the reactants [C:1]([C:4]1[CH:9]=[CH:8][N:7]=[CH:6][CH:5]=1)(=O)[CH3:2].C(=O)([O-])[O-].[K+].[K+].O.[C:17]([OH:21])(=O)[CH:18]=O.O.[NH2:23][NH2:24], predict the reaction product. The product is: [N:7]1[CH:8]=[CH:9][C:4]([C:1]2[CH:2]=[CH:18][C:17](=[O:21])[NH:23][N:24]=2)=[CH:5][CH:6]=1. (6) Given the reactants [C:1]([O:5][C:6](=[O:31])[NH:7][C@H:8]([C:16]1[NH:20][C:19]2[CH:21]=[C:22]([C:25]#[C:26][Si](C)(C)C)[CH:23]=[CH:24][C:18]=2[N:17]=1)[CH2:9][C:10]1[CH:15]=[CH:14][CH:13]=[CH:12][CH:11]=1)([CH3:4])([CH3:3])[CH3:2].C(=O)([O-])[O-].[K+].[K+], predict the reaction product. The product is: [C:1]([O:5][C:6](=[O:31])[NH:7][C@H:8]([C:16]1[NH:20][C:19]2[CH:21]=[C:22]([C:25]#[CH:26])[CH:23]=[CH:24][C:18]=2[N:17]=1)[CH2:9][C:10]1[CH:15]=[CH:14][CH:13]=[CH:12][CH:11]=1)([CH3:2])([CH3:4])[CH3:3]. (7) Given the reactants C([Li])CCC.[Cl:6][C:7]1[CH:8]=[CH:9][C:10]2[O:11][CH2:12][CH2:13][C:14]3[CH:20]=[C:19](Br)[S:18][C:15]=3[C:16]=2[N:17]=1.C([O:25][B:26](OC(C)C)[O:27]C(C)C)(C)C.[Cl-].[NH4+], predict the reaction product. The product is: [Cl:6][C:7]1[CH:8]=[CH:9][C:10]2[O:11][CH2:12][CH2:13][C:14]3[CH:20]=[C:19]([B:26]([OH:27])[OH:25])[S:18][C:15]=3[C:16]=2[N:17]=1. (8) Given the reactants Cl.Cl[CH2:3][C:4]1[CH:13]=[CH:12][C:11]2[C:6](=[CH:7][CH:8]=[CH:9][CH:10]=2)[N:5]=1.[OH:14][C:15]1[CH:36]=[CH:35][C:18]([CH2:19][O:20]/[N:21]=[C:22](/[C:29]2[CH:34]=[CH:33][CH:32]=[CH:31][CH:30]=2)\[CH2:23][CH2:24][C:25]([O:27][CH3:28])=[O:26])=[CH:17][CH:16]=1.C(=O)([O-])[O-].[K+].[K+].CN(C)C=O, predict the reaction product. The product is: [C:29]1(/[C:22](=[N:21]/[O:20][CH2:19][C:18]2[CH:35]=[CH:36][C:15]([O:14][CH2:3][C:4]3[CH:13]=[CH:12][C:11]4[C:6](=[CH:7][CH:8]=[CH:9][CH:10]=4)[N:5]=3)=[CH:16][CH:17]=2)/[CH2:23][CH2:24][C:25]([O:27][CH3:28])=[O:26])[CH:30]=[CH:31][CH:32]=[CH:33][CH:34]=1.